This data is from Reaction yield outcomes from USPTO patents with 853,638 reactions. The task is: Predict the reaction yield, written as a fraction of the theoretical maximum amount of product (1.0 means a 100% yield; for example, 0.34 means a 34% yield). (1) The reactants are Br[C:2]1[CH:7]=[CH:6][CH:5]=[CH:4][N:3]=1.[Br:8][C:9]1[CH:10]=[C:11](B(O)O)[CH:12]=[CH:13][CH:14]=1.C(=O)([O-])[O-].[K+].[K+].C1(C)C=CC=CC=1. The catalyst is C1C=CC([P]([Pd]([P](C2C=CC=CC=2)(C2C=CC=CC=2)C2C=CC=CC=2)([P](C2C=CC=CC=2)(C2C=CC=CC=2)C2C=CC=CC=2)[P](C2C=CC=CC=2)(C2C=CC=CC=2)C2C=CC=CC=2)(C2C=CC=CC=2)C2C=CC=CC=2)=CC=1.O. The product is [Br:8][C:9]1[CH:14]=[C:13]([C:2]2[CH:7]=[CH:6][CH:5]=[CH:4][N:3]=2)[CH:12]=[CH:11][CH:10]=1. The yield is 0.337. (2) The reactants are [Br-:1].[K+].[N+]([O-])(O)=O.[Br:7][CH2:8][C:9]1[CH:14]=[CH:13][C:12]([O:15][CH3:16])=[CH:11][CH:10]=1. The catalyst is [Cl-].C([N+](CCCC)(CCCC)CCCC)CCC.ClC(Cl)C. The product is [Br:1][C:13]1[CH:14]=[C:9]([CH2:8][Br:7])[CH:10]=[CH:11][C:12]=1[O:15][CH3:16]. The yield is 0.260. (3) The product is [ClH:26].[O:8]1[C:4]2[CH:3]=[C:2]([CH:18]([N:17]([CH3:25])[CH3:16])[CH:19]([CH3:24])[CH:20]([OH:23])[CH2:21][CH3:22])[CH:10]=[CH:9][C:5]=2[CH:6]=[CH:7]1. The catalyst is CCOCC. The reactants are Br[C:2]1[CH:10]=[CH:9][C:5]2[CH:6]=[CH:7][O:8][C:4]=2[CH:3]=1.BrCCBr.[Mg].[CH3:16][N:17]([CH3:25])[CH2:18][CH:19]([CH3:24])[C:20](=[O:23])[CH2:21][CH3:22].[Cl-:26].[NH4+]. The yield is 0.155. (4) The reactants are [CH2:1]([O:4][C:5]1[CH:13]=[CH:12][C:8]([C:9](O)=[O:10])=[CH:7][C:6]=1[C:14]1[NH:15][C:16](=[O:24])[C:17]([CH2:22][CH3:23])=[C:18]([CH2:20][CH3:21])[N:19]=1)[CH2:2][CH3:3].S(Cl)(Cl)=O.[NH2:29][CH2:30][C:31]([O:33][CH2:34][CH3:35])=[O:32].C(N(CC)CC)C. The catalyst is ClCCl. The product is [CH2:20]([C:18]1[N:19]=[C:14]([C:6]2[CH:7]=[C:8]([CH:12]=[CH:13][C:5]=2[O:4][CH2:1][CH2:2][CH3:3])[C:9]([NH:29][CH2:30][C:31]([O:33][CH2:34][CH3:35])=[O:32])=[O:10])[NH:15][C:16](=[O:24])[C:17]=1[CH2:22][CH3:23])[CH3:21]. The yield is 0.330. (5) The reactants are [CH2:1]([O:3][C:4](=[O:28])[CH:5]([C:11]1[CH:16]=[CH:15][C:14]([NH:17]C(OCC2C=CC=CC=2)=O)=[CH:13][CH:12]=1)[CH2:6][S:7][C:8](=[O:10])[CH3:9])[CH3:2].FC(F)(F)C(O)=O. The catalyst is C(Cl)Cl. The product is [CH2:1]([O:3][C:4](=[O:28])[CH:5]([C:11]1[CH:16]=[CH:15][C:14]([NH2:17])=[CH:13][CH:12]=1)[CH2:6][S:7][C:8](=[O:10])[CH3:9])[CH3:2]. The yield is 0.850. (6) The reactants are [OH:1][C:2]1[CH:12]=[CH:11][C:5]([C:6]([O:8][CH2:9][CH3:10])=[O:7])=[CH:4][CH:3]=1.C(=O)([O-])[O-].[K+].[K+].[CH3:19][C:20]([CH3:24])=[CH:21][CH2:22]Cl. The catalyst is C(#N)C. The product is [CH3:19][C:20]([CH3:24])=[CH:21][CH2:22][O:1][C:2]1[CH:3]=[CH:4][C:5]([C:6]([O:8][CH2:9][CH3:10])=[O:7])=[CH:11][CH:12]=1. The yield is 0.950.